From a dataset of Catalyst prediction with 721,799 reactions and 888 catalyst types from USPTO. Predict which catalyst facilitates the given reaction. (1) Reactant: C[Si]([N-][Si](C)(C)C)(C)C.[Li+].[Cl:11][C:12]1[CH:25]=[CH:24][CH:23]=[C:22]([Cl:26])[C:13]=1[C:14]([NH:16][C:17]1[CH:21]=[CH:20][NH:19][N:18]=1)=[O:15].Br[CH2:28][C:29]1([CH:36]=[CH:35][CH:34]=[CH:33][CH:32]1[C:37]([F:40])([F:39])[F:38])CBr. Product: [Cl:11][C:12]1[CH:25]=[CH:24][CH:23]=[C:22]([Cl:26])[C:13]=1[C:14]([NH:16][C:17]1[CH:21]=[CH:20][N:19]([CH2:28][C:29]2[CH:36]=[CH:35][CH:34]=[CH:33][C:32]=2[C:37]([F:38])([F:39])[F:40])[N:18]=1)=[O:15]. The catalyst class is: 774. (2) Reactant: Cl.[CH3:2][C:3]1[C:8]([O:9][C@@H:10]2[C@H:14]3[O:15][CH2:16][C@H:17]([NH:18][C:19]([NH:21][CH:22]4[CH2:27][CH2:26][CH2:25][NH:24][CH2:23]4)=[O:20])[C@H:13]3[O:12][CH2:11]2)=[CH:7][CH:6]=[CH:5][N:4]=1.C(N(CC)C(C)C)(C)C.[F:37][C:38]1[CH:46]=[CH:45][C:41]([C:42](Cl)=[O:43])=[CH:40][CH:39]=1. Product: [F:37][C:38]1[CH:46]=[CH:45][C:41]([C:42]([N:24]2[CH2:25][CH2:26][CH2:27][CH:22]([NH:21][C:19]([NH:18][C@H:17]3[CH2:16][O:15][C@@H:14]4[C@@H:10]([O:9][C:8]5[C:3]([CH3:2])=[N:4][CH:5]=[CH:6][CH:7]=5)[CH2:11][O:12][C@H:13]34)=[O:20])[CH2:23]2)=[O:43])=[CH:40][CH:39]=1. The catalyst class is: 4.